This data is from M1 muscarinic receptor antagonist screen with 61,756 compounds. The task is: Binary Classification. Given a drug SMILES string, predict its activity (active/inactive) in a high-throughput screening assay against a specified biological target. (1) The compound is s1c(C(N(Cc2occc2)C(=O)Cn2nnc3c2cccc3)C(=O)Nc2c(cccc2C)C)ccc1. The result is 0 (inactive). (2) The molecule is Brc1cc2cc(c3oc4c(n3)cccc4)c(oc2cc1)=O. The result is 0 (inactive). (3) The drug is S(CC(=O)N1CC(OC(C1)C)C)c1ncnc2sccc12. The result is 0 (inactive). (4) The drug is S(=O)(=O)(c1cc2CC(N(c2cc1)C(=O)CC)C)CCC(=O)NCCC=1CCCCC1. The result is 0 (inactive). (5) The molecule is s1c(C(N2CCN(CC2)c2ccccc2)c2n(nnn2)Cc2ccc(OC)cc2)ccc1. The result is 0 (inactive). (6) The compound is O=C(N1CCN(CC1)c1n2ncnc2nc(c1)C)c1occc1. The result is 0 (inactive). (7) The compound is Clc1ccc(SCCCN2C(=O)C(NC2=O)(C)C)cc1. The result is 0 (inactive).